From a dataset of Reaction yield outcomes from USPTO patents with 853,638 reactions. Predict the reaction yield, written as a fraction of the theoretical maximum amount of product (1.0 means a 100% yield; for example, 0.34 means a 34% yield). The reactants are [CH:1]1[C:10]2[C:5](=[CH:6][CH:7]=[CH:8][CH:9]=2)[CH:4]=[C:3]([C:11]([OH:13])=O)[N:2]=1.CN(C(ON1N=NC2C=CC=CC1=2)=[N+](C)C)C.F[P-](F)(F)(F)(F)F.CCN(C(C)C)C(C)C.[CH2:47]([O:49][C:50]([C:52]1[C:60]2[N:59]=[C:58]([NH2:61])[NH:57][C:56]=2[CH:55]=[C:54]([O:62][CH2:63][CH3:64])[CH:53]=1)=[O:51])[CH3:48]. The catalyst is CN(C=O)C.[Cl-].[Na+].O. The product is [CH2:47]([O:49][C:50]([C:52]1[C:60]2[NH:59][C:58]([NH:61][C:11]([C:3]3[N:2]=[CH:1][C:10]4[C:5]([CH:4]=3)=[CH:6][CH:7]=[CH:8][CH:9]=4)=[O:13])=[N:57][C:56]=2[CH:55]=[C:54]([O:62][CH2:63][CH3:64])[CH:53]=1)=[O:51])[CH3:48]. The yield is 0.620.